Dataset: Full USPTO retrosynthesis dataset with 1.9M reactions from patents (1976-2016). Task: Predict the reactants needed to synthesize the given product. (1) Given the product [CH2:19]([O:18][C:15]1[CH:16]=[CH:17][N:12]([CH2:11][CH2:10][C:7]2[S:6][C:5]([C:3]([OH:4])=[O:2])=[CH:9][CH:8]=2)[C:13](=[O:26])[CH:14]=1)[C:20]1[CH:21]=[CH:22][CH:23]=[CH:24][CH:25]=1, predict the reactants needed to synthesize it. The reactants are: C[O:2][C:3]([C:5]1[S:6][C:7]([CH2:10][CH2:11][N:12]2[CH:17]=[CH:16][C:15]([O:18][CH2:19][C:20]3[CH:25]=[CH:24][CH:23]=[CH:22][CH:21]=3)=[CH:14][C:13]2=[O:26])=[CH:8][CH:9]=1)=[O:4].[OH-].[Na+]. (2) Given the product [C:12]([C:7]1[CH:6]=[CH:5][C:4]([OH:9])=[C:3]([C:2]([F:10])([F:11])[F:1])[CH:8]=1)([CH3:15])([CH3:14])[CH3:13], predict the reactants needed to synthesize it. The reactants are: [F:1][C:2]([F:11])([F:10])[C:3]1[CH:8]=[CH:7][CH:6]=[CH:5][C:4]=1[OH:9].[C:12](O)([CH3:15])([CH3:14])[CH3:13].OS(O)(=O)=O.O. (3) The reactants are: [Cl:1][C:2]1[N:7]=[CH:6][C:5]([CH:8]([CH2:11][CH2:12][CH2:13][CH2:14][CH2:15][CH3:16])[CH:9]=[O:10])=[CH:4][CH:3]=1.[BH4-].[Na+]. Given the product [Cl:1][C:2]1[N:7]=[CH:6][C:5]([CH:8]([CH2:11][CH2:12][CH2:13][CH2:14][CH2:15][CH3:16])[CH2:9][OH:10])=[CH:4][CH:3]=1, predict the reactants needed to synthesize it. (4) Given the product [CH2:12]([O:10][C:9](=[O:11])[CH2:8][C:5]1[CH:4]=[CH:3][C:2]([Cl:1])=[CH:7][CH:6]=1)[CH3:13], predict the reactants needed to synthesize it. The reactants are: [Cl:1][C:2]1[CH:7]=[CH:6][C:5]([CH2:8][C:9]([OH:11])=[O:10])=[CH:4][CH:3]=1.[CH2:12](O)[CH3:13]. (5) Given the product [CH2:1]([O:3][C:4](=[O:15])[CH3:5])[CH3:2].[Br:16][C:17]1[CH:22]=[C:21]([S:13][C:10]2[CH:11]=[CH:12][C:7]([O:6][CH2:5][C:4]([OH:3])=[O:15])=[C:8]([CH3:14])[CH:9]=2)[CH:20]=[C:19]([OH:23])[CH:18]=1, predict the reactants needed to synthesize it. The reactants are: [CH2:1]([O:3][C:4](=[O:15])[CH2:5][O:6][C:7]1[CH:12]=[CH:11][C:10]([SH:13])=[CH:9][C:8]=1[CH3:14])[CH3:2].[Br:16][C:17]1[C:18](Br)=[C:19]([OH:23])[CH:20]=[CH:21][CH:22]=1.C(N(CC)CC)C.C(O)(=O)CC(CC(O)=O)(C(O)=O)O.